Dataset: Catalyst prediction with 721,799 reactions and 888 catalyst types from USPTO. Task: Predict which catalyst facilitates the given reaction. (1) Reactant: [F:1][C:2]([F:27])([F:26])[C:3]1[CH:8]=[CH:7][CH:6]=[CH:5][C:4]=1[C:9]1[CH:14]=[CH:13][C:12]([CH2:15][CH2:16][C:17]2[CH:18]=[C:19]3[C:23](=[CH:24][CH:25]=2)[NH:22][CH:21]=[CH:20]3)=[CH:11][CH:10]=1.[BH3-]C#N.[Na+].C([O-])(O)=O.[Na+]. Product: [F:27][C:2]([F:1])([F:26])[C:3]1[CH:8]=[CH:7][CH:6]=[CH:5][C:4]=1[C:9]1[CH:10]=[CH:11][C:12]([CH2:15][CH2:16][C:17]2[CH:18]=[C:19]3[C:23](=[CH:24][CH:25]=2)[NH:22][CH2:21][CH2:20]3)=[CH:13][CH:14]=1. The catalyst class is: 52. (2) Reactant: [C:1]([O:5][C:6]([N:8]1[CH2:14][C:13]2[CH:15]=[CH:16][C:17]([F:19])=[CH:18][C:12]=2[NH:11][C:10](=S)[CH2:9]1)=[O:7])([CH3:4])([CH3:3])[CH3:2].[CH:21]([NH:23][NH2:24])=O.CS(C)=O. Product: [C:1]([O:5][C:6]([N:8]1[CH2:9][C:10]2[N:11]([CH:21]=[N:23][N:24]=2)[C:12]2[CH:18]=[C:17]([F:19])[CH:16]=[CH:15][C:13]=2[CH2:14]1)=[O:7])([CH3:4])([CH3:3])[CH3:2]. The catalyst class is: 48. (3) Reactant: [Br:1][C:2]1[C:6]2[CH2:7][N:8]([C:11]([O:13][C:14]([CH3:17])([CH3:16])[CH3:15])=[O:12])[CH2:9][CH2:10][C:5]=2[NH:4][N:3]=1.CS(O[CH:23]1[CH2:28][CH2:27][N:26]([CH:29]2[CH2:32][O:31][CH2:30]2)[CH2:25][CH2:24]1)(=O)=O.C([O-])([O-])=O.[Cs+].[Cs+]. Product: [Br:1][C:2]1[C:6]2[CH2:7][N:8]([C:11]([O:13][C:14]([CH3:17])([CH3:16])[CH3:15])=[O:12])[CH2:9][CH2:10][C:5]=2[N:4]([CH:23]2[CH2:28][CH2:27][N:26]([CH:29]3[CH2:32][O:31][CH2:30]3)[CH2:25][CH2:24]2)[N:3]=1. The catalyst class is: 3. (4) Reactant: [Cl:1][C:2]1[N:7]=[CH:6][C:5]([CH:8]([CH2:11][CH2:12][CH2:13][CH2:14][CH2:15][CH3:16])[CH:9]=[O:10])=[CH:4][CH:3]=1.[BH4-].[Na+]. Product: [Cl:1][C:2]1[N:7]=[CH:6][C:5]([CH:8]([CH2:11][CH2:12][CH2:13][CH2:14][CH2:15][CH3:16])[CH2:9][OH:10])=[CH:4][CH:3]=1. The catalyst class is: 8. (5) Reactant: Cl[C:2]1[CH:7]=[CH:6][N:5]2[N:8]=[CH:9][C:10]([CH:11]=[O:12])=[C:4]2[N:3]=1.C(N(CC1C=C(C=CC=1)N)CC)C.ClCCl. Product: [N:8]1[N:5]2[CH:6]=[CH:7][CH:2]=[N:3][C:4]2=[C:10]([CH:11]=[O:12])[CH:9]=1. The catalyst class is: 12. (6) Reactant: [CH:1]1[C:10]2[C:5](=[CH:6][CH:7]=[CH:8][CH:9]=2)[CH:4]=[CH:3][C:2]=1[CH:11]([N:13](Cl)[CH:14]1[CH2:16][CH2:15]1)[CH3:12].[C:18]([O:22][C:23]([N:25]1[CH2:30][CH2:29][O:28][C@@H:27]([C:31](O)=[O:32])[CH2:26]1)=[O:24])([CH3:21])([CH3:20])[CH3:19].ON1C2C=CC=CC=2N=N1.C(N(C(C)C)CC)(C)C.Cl.C(N=C=NCCCN(C)C)C.C(=O)([O-])O.[Na+]. Product: [CH:14]1([N:13]([CH:11]([C:2]2[CH:3]=[CH:4][C:5]3[C:10](=[CH:9][CH:8]=[CH:7][CH:6]=3)[CH:1]=2)[CH3:12])[C:31]([C@@H:27]2[O:28][CH2:29][CH2:30][N:25]([C:23]([O:22][C:18]([CH3:21])([CH3:20])[CH3:19])=[O:24])[CH2:26]2)=[O:32])[CH2:16][CH2:15]1. The catalyst class is: 9. (7) Reactant: [C:1]([O:5][C:6](=[O:28])[N:7]([CH2:13][C:14]1[CH:19]=[CH:18][C:17]([C:20]2[CH:25]=[CH:24][C:23]([NH2:26])=[CH:22][CH:21]=2)=[C:16]([CH3:27])[CH:15]=1)[CH2:8][CH2:9][CH:10]([CH3:12])[CH3:11])([CH3:4])([CH3:3])[CH3:2].C(N(CC)CC)C.[CH3:36][S:37](Cl)(=[O:39])=[O:38]. Product: [C:1]([O:5][C:6](=[O:28])[N:7]([CH2:13][C:14]1[CH:19]=[CH:18][C:17]([C:20]2[CH:25]=[CH:24][C:23]([NH:26][S:37]([CH3:36])(=[O:39])=[O:38])=[CH:22][CH:21]=2)=[C:16]([CH3:27])[CH:15]=1)[CH2:8][CH2:9][CH:10]([CH3:12])[CH3:11])([CH3:2])([CH3:3])[CH3:4]. The catalyst class is: 4. (8) Reactant: [CH2:1]([O:3][C:4]1[CH:5]=[C:6]([C:20]2[CH:25]=[CH:24][C:23]([CH2:26][C:27]([OH:29])=O)=[C:22]([F:30])[CH:21]=2)[CH:7]=[N:8][C:9]=1[O:10][CH2:11][C:12]1[CH:17]=[CH:16][C:15]([O:18][CH3:19])=[CH:14][CH:13]=1)[CH3:2].[CH3:31][N:32]([CH3:47])[CH2:33][CH2:34][O:35][C:36]1[CH:37]=[C:38]([CH:40]=[C:41]([C:43]([F:46])([F:45])[F:44])[CH:42]=1)[NH2:39].C(P1(=O)OP(CCC)(=O)OP(CCC)(=O)O1)CC. The catalyst class is: 17. Product: [CH3:31][N:32]([CH3:47])[CH2:33][CH2:34][O:35][C:36]1[CH:37]=[C:38]([NH:39][C:27](=[O:29])[CH2:26][C:23]2[CH:24]=[CH:25][C:20]([C:6]3[CH:7]=[N:8][C:9]([O:10][CH2:11][C:12]4[CH:17]=[CH:16][C:15]([O:18][CH3:19])=[CH:14][CH:13]=4)=[C:4]([O:3][CH2:1][CH3:2])[CH:5]=3)=[CH:21][C:22]=2[F:30])[CH:40]=[C:41]([C:43]([F:44])([F:45])[F:46])[CH:42]=1.